This data is from Full USPTO retrosynthesis dataset with 1.9M reactions from patents (1976-2016). The task is: Predict the reactants needed to synthesize the given product. (1) Given the product [C:17]([O:21][C:22]([N:24]1[CH2:29][CH2:28][N:27]([C:2]2[CH:7]=[CH:6][CH:5]=[CH:4][C:3]=2[N+:8]([O-:10])=[O:9])[CH:26]([CH3:30])[CH2:25]1)=[O:23])([CH3:20])([CH3:18])[CH3:19], predict the reactants needed to synthesize it. The reactants are: Br[C:2]1[CH:7]=[CH:6][CH:5]=[CH:4][C:3]=1[N+:8]([O-:10])=[O:9].C([O-])([O-])=O.[Cs+].[Cs+].[C:17]([O:21][C:22]([N:24]1[CH2:29][CH2:28][NH:27][CH:26]([CH3:30])[CH2:25]1)=[O:23])([CH3:20])([CH3:19])[CH3:18]. (2) Given the product [CH3:27][S:28]([N:31]1[CH2:32][CH2:33][CH:34]([NH:37][C:12]([C:8]2[C:7]([NH:6][C:4](=[O:5])[C:3]3[C:15]([Cl:19])=[CH:16][CH:17]=[CH:18][C:2]=3[Cl:1])=[CH:11][NH:10][N:9]=2)=[O:14])[CH2:35][CH2:36]1)(=[O:30])=[O:29], predict the reactants needed to synthesize it. The reactants are: [Cl:1][C:2]1[CH:18]=[CH:17][CH:16]=[C:15]([Cl:19])[C:3]=1[C:4]([NH:6][C:7]1[C:8]([C:12]([OH:14])=O)=[N:9][NH:10][CH:11]=1)=[O:5].FC(F)(F)C(O)=O.[CH3:27][S:28]([N:31]1[CH2:36][CH2:35][CH:34]([NH2:37])[CH2:33][CH2:32]1)(=[O:30])=[O:29].C(Cl)CCl.C1C=CC2N(O)N=NC=2C=1.C(N(CC)CC)C. (3) The reactants are: [OH:1][C:2]1[CH:11]=[C:10]([CH2:12][N:13]2[CH2:18][CH2:17][O:16][CH2:15][CH2:14]2)[C:9]([C:19]([F:22])([F:21])[F:20])=[CH:8][C:3]=1[C:4]([O:6][CH3:7])=[O:5].C(=O)([O-])[O-].[Cs+].[Cs+].[CH2:29](Br)[C:30]1[CH:35]=[CH:34][CH:33]=[CH:32][CH:31]=1.C(OCC)(=O)C. Given the product [N:13]1([CH2:12][C:10]2[C:9]([C:19]([F:22])([F:21])[F:20])=[CH:8][C:3]([C:4]([O:6][CH3:7])=[O:5])=[C:2]([O:1][CH2:29][C:30]3[CH:35]=[CH:34][CH:33]=[CH:32][CH:31]=3)[CH:11]=2)[CH2:14][CH2:15][O:16][CH2:17][CH2:18]1, predict the reactants needed to synthesize it. (4) Given the product [C:23]([C:27]1[CH:31]=[C:30]([NH:32][C:33]([NH:1][CH2:2][C:3]2[CH:21]=[C:20]([F:22])[CH:19]=[CH:18][C:4]=2[O:5][C:6]2[CH:7]=[C:8]3[C:12](=[CH:13][CH:14]=2)[N:11]([CH2:15][CH2:16][OH:17])[N:10]=[CH:9]3)=[O:34])[N:29]([C:42]2[CH:47]=[CH:46][C:45]([CH3:48])=[CH:44][CH:43]=2)[N:28]=1)([CH3:26])([CH3:25])[CH3:24], predict the reactants needed to synthesize it. The reactants are: [NH2:1][CH2:2][C:3]1[CH:21]=[C:20]([F:22])[CH:19]=[CH:18][C:4]=1[O:5][C:6]1[CH:7]=[C:8]2[C:12](=[CH:13][CH:14]=1)[N:11]([CH2:15][CH2:16][OH:17])[N:10]=[CH:9]2.[C:23]([C:27]1[CH:31]=[C:30]([NH:32][C:33](=O)[O:34]C2C=CC=CC=2)[N:29]([C:42]2[CH:47]=[CH:46][C:45]([CH3:48])=[CH:44][CH:43]=2)[N:28]=1)([CH3:26])([CH3:25])[CH3:24]. (5) Given the product [CH2:1]([N:8]1[C:16]2[C:15](=[O:17])[N:14]([CH2:47][CH2:48][CH2:49][O:50][CH:51]3[CH2:56][CH2:55][CH2:54][CH2:53][O:52]3)[C:13](=[O:18])[N:12]([CH2:19][O:20][CH2:21][CH2:22][Si:23]([CH3:24])([CH3:26])[CH3:25])[C:11]=2[N:10]=[C:9]1[Cl:27])[C:2]1[CH:7]=[CH:6][CH:5]=[CH:4][CH:3]=1, predict the reactants needed to synthesize it. The reactants are: [CH2:1]([N:8]1[C:16]2[C:15](=[O:17])[NH:14][C:13](=[O:18])[N:12]([CH2:19][O:20][CH2:21][CH2:22][Si:23]([CH3:26])([CH3:25])[CH3:24])[C:11]=2[N:10]=[C:9]1[Cl:27])[C:2]1[CH:7]=[CH:6][CH:5]=[CH:4][CH:3]=1.BrC1N(CC2C=CC(Cl)=CC=2)C2C(=O)N([CH2:47][CH2:48][CH2:49][O:50][CH:51]3[CH2:56][CH2:55][CH2:54][CH2:53][O:52]3)C(=O)N(C)C=2N=1.C(=O)([O-])[O-].[K+].[K+]. (6) Given the product [Br:1][C:2]1[C:7](=[N:27][OH:28])[CH2:6][CH2:5][CH2:4][C:10]=1[O:11][CH3:12], predict the reactants needed to synthesize it. The reactants are: [Br:1][C:2]1C(=O)[CH2:4][CH2:5][CH2:6][C:7]=1O.[CH:10](OC)(OC)[O:11][CH3:12].S(=O)(=O)(O)O.S(O)(O)(=O)=O.[NH2:27][OH:28].C(=O)(O)[O-].[Na+].